From a dataset of Forward reaction prediction with 1.9M reactions from USPTO patents (1976-2016). Predict the product of the given reaction. The product is: [CH3:8][C:9]1([CH3:35])[CH2:14][C:13](=[O:15])[N:12]([CH2:16][CH2:17][C:18]2[CH:19]=[CH:20][C:21]([O:24][C:25]([N:27]3[CH2:28][CH2:29][CH:30]([S:42][C:38]4[N:37]([CH3:36])[CH:41]=[CH:40][N:39]=4)[CH2:31][CH2:32]3)=[O:26])=[CH:22][CH:23]=2)[C:11](=[O:34])[CH2:10]1. Given the reactants C(O)(C(F)(F)F)=O.[CH3:8][C:9]1([CH3:35])[CH2:14][C:13](=[O:15])[N:12]([CH2:16][CH2:17][C:18]2[CH:23]=[CH:22][C:21]([O:24][C:25]([N:27]3[CH2:32][CH2:31][CH:30](O)[CH2:29][CH2:28]3)=[O:26])=[CH:20][CH:19]=2)[C:11](=[O:34])[CH2:10]1.[CH3:36][N:37]1[CH:41]=[CH:40][N:39]=[C:38]1[SH:42], predict the reaction product.